This data is from Reaction yield outcomes from USPTO patents with 853,638 reactions. The task is: Predict the reaction yield, written as a fraction of the theoretical maximum amount of product (1.0 means a 100% yield; for example, 0.34 means a 34% yield). (1) The reactants are [CH2:1]([O:8][CH2:9][CH:10]([OH:13])[CH:11]=[CH2:12])[C:2]1[CH:7]=[CH:6][CH:5]=[CH:4][CH:3]=1.CC(OI1(OC(C)=O)(OC(C)=O)OC(=O)C2C=CC=CC1=2)=O.O. The catalyst is ClCCl.C(OCC)C. The product is [CH2:1]([O:8][CH2:9][C:10](=[O:13])[CH:11]=[CH2:12])[C:2]1[CH:7]=[CH:6][CH:5]=[CH:4][CH:3]=1. The yield is 0.960. (2) The reactants are Cl[C:2]1[C:11]2[C:6](=[CH:7][CH:8]=[CH:9][CH:10]=2)[N:5]=[C:4]([C:12]([C:14]2[CH:19]=[CH:18][C:17]([F:20])=[CH:16][CH:15]=2)=[O:13])[N:3]=1.CCN(C(C)C)C(C)C.[CH3:30][C:31]1[NH:35][N:34]=[C:33]([NH2:36])[CH:32]=1. The catalyst is CN(C=O)C. The product is [F:20][C:17]1[CH:18]=[CH:19][C:14]([C:12]([C:4]2[N:3]=[C:2]([NH:36][C:33]3[CH:32]=[C:31]([CH3:30])[NH:35][N:34]=3)[C:11]3[C:6](=[CH:7][CH:8]=[CH:9][CH:10]=3)[N:5]=2)=[O:13])=[CH:15][CH:16]=1. The yield is 0.290. (3) The yield is 0.620. The product is [C:35]([NH:1][C:2]1[S:3][C:4]2[CH:10]=[C:9]([O:11][C:12]3[CH:13]=[C:14]([CH:28]=[CH:29][CH:30]=3)[C:15]([NH:17][C:18]3[CH:23]=[CH:22][CH:21]=[C:20]([C:24]([F:27])([F:25])[F:26])[CH:19]=3)=[O:16])[CH:8]=[CH:7][C:5]=2[N:6]=1)(=[O:34])[CH2:36][OH:37]. The catalyst is CN(C)C=O. The reactants are [NH2:1][C:2]1[S:3][C:4]2[CH:10]=[C:9]([O:11][C:12]3[CH:13]=[C:14]([CH:28]=[CH:29][CH:30]=3)[C:15]([NH:17][C:18]3[CH:23]=[CH:22][CH:21]=[C:20]([C:24]([F:27])([F:26])[F:25])[CH:19]=3)=[O:16])[CH:8]=[CH:7][C:5]=2[N:6]=1.C([O:34][CH2:35][C:36](Cl)=[O:37])(=O)C.O. (4) The reactants are [Cl:1][C:2]1[CH:28]=[CH:27][C:5]([NH:6][C:7]2[C:16]3[C:11](=[CH:12][C:13]([O:19][CH2:20][CH:21]4[CH2:26][CH2:25][NH:24][CH2:23][CH2:22]4)=[C:14]([O:17][CH3:18])[CH:15]=3)[N:10]=[CH:9][N:8]=2)=[C:4]([F:29])[CH:3]=1.C(N(C(C)C)CC)(C)C.[Cl:39][CH2:40][C:41](Cl)=[O:42]. The catalyst is C(Cl)Cl. The product is [Cl:39][CH2:40][C:41]([N:24]1[CH2:23][CH2:22][CH:21]([CH2:20][O:19][C:13]2[CH:12]=[C:11]3[C:16]([C:7]([NH:6][C:5]4[CH:27]=[CH:28][C:2]([Cl:1])=[CH:3][C:4]=4[F:29])=[N:8][CH:9]=[N:10]3)=[CH:15][C:14]=2[O:17][CH3:18])[CH2:26][CH2:25]1)=[O:42]. The yield is 0.620. (5) The reactants are [NH:1]1[C:5](=[O:6])[CH2:4][CH:3]2[CH2:7][CH:8]3[C:13]([CH:2]12)=[CH:12][CH2:11][CH2:10][CH2:9]3.[C:14](O[C:14]([O:16][C:17]([CH3:20])([CH3:19])[CH3:18])=[O:15])([O:16][C:17]([CH3:20])([CH3:19])[CH3:18])=[O:15].CCN(CC)CC.O. The catalyst is C(Cl)Cl. The product is [C:17]([O:16][C:14]([N:1]1[C:5](=[O:6])[CH2:4][CH:3]2[CH2:7][CH:8]3[C:13]([CH:2]12)=[CH:12][CH2:11][CH2:10][CH2:9]3)=[O:15])([CH3:20])([CH3:19])[CH3:18]. The yield is 0.470. (6) The reactants are [CH2:1]([N:8]([C@@H:19]([C:21]1[CH:26]=[CH:25][CH:24]=[CH:23][CH:22]=1)[CH3:20])[C@H:9]([CH3:18])[CH2:10][C:11](OC(C)(C)C)=[O:12])[C:2]1[CH:7]=[CH:6][CH:5]=[CH:4][CH:3]=1.[H-].[Al+3].[Li+].[H-].[H-].[H-]. The catalyst is C1COCC1.CCOCC. The product is [CH2:1]([N:8]([C@@H:19]([C:21]1[CH:22]=[CH:23][CH:24]=[CH:25][CH:26]=1)[CH3:20])[C@H:9]([CH3:18])[CH2:10][CH2:11][OH:12])[C:2]1[CH:3]=[CH:4][CH:5]=[CH:6][CH:7]=1. The yield is 0.780. (7) The reactants are S([N:11]1[C:19]2[C:14](=[CH:15][CH:16]=[CH:17][CH:18]=2)[C:13]([CH2:20][N:21]2[CH2:26][CH2:25][CH2:24][C:23]3([CH2:31][CH2:30][NH:29][CH2:28][CH2:27]3)[C:22]2=[O:32])=[CH:12]1)(C1C=CC(C)=CC=1)(=O)=O.C([O-])([O-])=O.[Cs+].[Cs+]. The catalyst is CO.O. The product is [NH:11]1[C:19]2[C:14](=[CH:15][CH:16]=[CH:17][CH:18]=2)[C:13]([CH2:20][N:21]2[CH2:26][CH2:25][CH2:24][C:23]3([CH2:31][CH2:30][NH:29][CH2:28][CH2:27]3)[C:22]2=[O:32])=[CH:12]1. The yield is 0.990. (8) The reactants are [CH3:1][C:2]1[CH:9]=[C:8]([C:10]([F:13])([F:12])[F:11])[C:5]([C:6]#[N:7])=[CH:4][N:3]=1.[OH-].[NH4+].CCN(C(C)C)C(C)C.[O:25](C(OC(C)(C)C)=O)[C:26]([O:28][C:29]([CH3:32])([CH3:31])[CH3:30])=O. The catalyst is CO.[Ni].C(Cl)Cl. The product is [CH3:1][C:2]1[N:3]=[CH:4][C:5]([CH2:6][NH:7][C:26](=[O:25])[O:28][C:29]([CH3:32])([CH3:31])[CH3:30])=[C:8]([C:10]([F:11])([F:13])[F:12])[CH:9]=1. The yield is 0.900. (9) The reactants are [OH:1][C:2]1[CH:3]=[CH:4][C:5]([N+:12]([O-])=O)=[C:6]2[C:11]=1[N:10]=[CH:9][CH:8]=[CH:7]2.NC1C=CC(O)=CC=1F. No catalyst specified. The product is [NH2:12][C:5]1[CH:4]=[CH:3][C:2]([OH:1])=[C:11]2[C:6]=1[CH:7]=[CH:8][CH:9]=[N:10]2. The yield is 0.513.